This data is from Forward reaction prediction with 1.9M reactions from USPTO patents (1976-2016). The task is: Predict the product of the given reaction. Given the reactants [CH:1]1[C:13]2[C:12](=[CH:14][C:15]([NH:17][CH2:18][CH2:19][CH2:20][CH2:21][C:22](O)=[O:23])=[O:16])[C:11]3[C:6](=[CH:7][CH:8]=[CH:9][CH:10]=3)[C:5]=2[CH:4]=[CH:3][CH:2]=1.Cl.C(N=C=NCCCN(C)C)C.O[C:38]1[C:46]2[N:45]=N[NH:43][C:42]=2[CH:41]=[CH:40][CH:39]=1.C(N(CC)CC)C.C1(N)C=CC=CC=1N, predict the reaction product. The product is: [CH:10]1[C:11]2[C:12](=[CH:14][C:15]([NH:17][CH2:18][CH2:19][CH2:20][CH2:21][C:22]([NH:43][C:42]3[CH:41]=[CH:40][CH:39]=[CH:38][C:46]=3[NH2:45])=[O:23])=[O:16])[C:13]3[C:5](=[CH:4][CH:3]=[CH:2][CH:1]=3)[C:6]=2[CH:7]=[CH:8][CH:9]=1.